From a dataset of Forward reaction prediction with 1.9M reactions from USPTO patents (1976-2016). Predict the product of the given reaction. (1) Given the reactants [S:1](=[O:5])(=O)(O)[OH:2].OO.[CH3:8][C:9]1[N:14]=[C:13]([C:15]2[N:16]=[C:17]3[N:22]=[C:21]([NH:23][C:24](=[O:31])[C:25]4[CH:30]=[CH:29][CH:28]=[N:27][CH:26]=4)[CH:20]=[CH:19][N:18]3[C:32]=2[C:33]2[CH:38]=[CH:37][N:36]=[C:35](SC)[N:34]=2)[CH:12]=[CH:11][CH:10]=1.[CH3:41]O, predict the reaction product. The product is: [CH3:41][S:1]([C:35]1[N:34]=[C:33]([C:32]2[N:18]3[CH:19]=[CH:20][C:21]([NH:23][C:24](=[O:31])[C:25]4[CH:30]=[CH:29][CH:28]=[N:27][CH:26]=4)=[N:22][C:17]3=[N:16][C:15]=2[C:13]2[CH:12]=[CH:11][CH:10]=[C:9]([CH3:8])[N:14]=2)[CH:38]=[CH:37][N:36]=1)(=[O:5])=[O:2]. (2) Given the reactants [B-](F)(F)(F)C.[K+].[C:7](=O)([O-])[O-].[K+].[K+].[CH2:13]([O:15][C:16](=[O:31])[C:17]1[CH:22]=[C:21]([C:23]([F:26])([F:25])[F:24])[C:20]([CH:27]=[O:28])=[C:19](Br)[C:18]=1[NH2:30])[CH3:14], predict the reaction product. The product is: [NH2:30][C:18]1[C:19]([CH3:7])=[C:20]([CH:27]=[O:28])[C:21]([C:23]([F:26])([F:25])[F:24])=[CH:22][C:17]=1[C:16]([O:15][CH2:13][CH3:14])=[O:31]. (3) Given the reactants [OH:1][C:2]1[CH:3]=[C:4]([O:14][C:15]2[CH:20]=[CH:19][C:18]([S:21]([CH3:24])(=[O:23])=[O:22])=[CH:17][CH:16]=2)[CH:5]=[C:6]2[C:10]=1[NH:9][C:8]([C:11](O)=[O:12])=[CH:7]2.[CH2:25]([S:32][CH:33]([CH:36]([O:39][CH3:40])[O:37][CH3:38])[CH2:34][NH2:35])[C:26]1[CH:31]=[CH:30][CH:29]=[CH:28][CH:27]=1.ON1C2C=CC=CC=2N=N1.Cl.C(N=C=NCCCN(C)C)C, predict the reaction product. The product is: [CH2:25]([S:32][CH:33]([CH:36]([O:37][CH3:38])[O:39][CH3:40])[CH2:34][NH:35][C:11]([C:8]1[NH:9][C:10]2[C:6]([CH:7]=1)=[CH:5][C:4]([O:14][C:15]1[CH:16]=[CH:17][C:18]([S:21]([CH3:24])(=[O:22])=[O:23])=[CH:19][CH:20]=1)=[CH:3][C:2]=2[OH:1])=[O:12])[C:26]1[CH:31]=[CH:30][CH:29]=[CH:28][CH:27]=1. (4) Given the reactants Br[C:2]1[N:3]=[C:4]([NH:23][CH2:24][CH:25]([CH3:27])[CH3:26])[C:5]2[N:6]([C:8]([C:11]3[CH:22]=[CH:21][C:14]([C:15]([NH:17][CH:18]4[CH2:20][CH2:19]4)=[O:16])=[CH:13][CH:12]=3)=[CH:9][N:10]=2)[CH:7]=1.[CH:28]([C:30]1[CH:35]=[CH:34][C:33](B(O)O)=[CH:32][CH:31]=1)=[CH2:29].C(=O)([O-])[O-].[K+].[K+], predict the reaction product. The product is: [CH:18]1([NH:17][C:15](=[O:16])[C:14]2[CH:21]=[CH:22][C:11]([C:8]3[N:6]4[CH:7]=[C:2]([C:33]5[CH:34]=[CH:35][C:30]([CH:28]=[CH2:29])=[CH:31][CH:32]=5)[N:3]=[C:4]([NH:23][CH2:24][CH:25]([CH3:27])[CH3:26])[C:5]4=[N:10][CH:9]=3)=[CH:12][CH:13]=2)[CH2:20][CH2:19]1.